From a dataset of Peptide-MHC class I binding affinity with 185,985 pairs from IEDB/IMGT. Regression. Given a peptide amino acid sequence and an MHC pseudo amino acid sequence, predict their binding affinity value. This is MHC class I binding data. (1) The peptide sequence is IPQSLDSYWTSL. The MHC is Patr-A0301 with pseudo-sequence Patr-A0301. The binding affinity (normalized) is 0. (2) The peptide sequence is PRAHKYQV. The MHC is Mamu-B08 with pseudo-sequence Mamu-B08. The binding affinity (normalized) is 0.0329. (3) The binding affinity (normalized) is 0. The peptide sequence is RIRTWKSLVK. The MHC is HLA-A02:01 with pseudo-sequence HLA-A02:01. (4) The MHC is H-2-Db with pseudo-sequence H-2-Db. The peptide sequence is FQPQNGQFQ. The binding affinity (normalized) is 0.109. (5) The binding affinity (normalized) is 0.167. The peptide sequence is EEAIVAYTL. The MHC is Mamu-A11 with pseudo-sequence Mamu-A11. (6) The peptide sequence is HISCLTFGR. The MHC is Patr-B1301 with pseudo-sequence Patr-B1301. The binding affinity (normalized) is 0.327. (7) The peptide sequence is YRHDGGNVL. The MHC is HLA-B54:01 with pseudo-sequence HLA-B54:01. The binding affinity (normalized) is 0.